This data is from NCI-60 drug combinations with 297,098 pairs across 59 cell lines. The task is: Regression. Given two drug SMILES strings and cell line genomic features, predict the synergy score measuring deviation from expected non-interaction effect. Drug 1: CS(=O)(=O)C1=CC(=C(C=C1)C(=O)NC2=CC(=C(C=C2)Cl)C3=CC=CC=N3)Cl. Drug 2: CCN(CC)CCCC(C)NC1=C2C=C(C=CC2=NC3=C1C=CC(=C3)Cl)OC. Cell line: SK-MEL-5. Synergy scores: CSS=0.525, Synergy_ZIP=-0.659, Synergy_Bliss=-5.10, Synergy_Loewe=-45.5, Synergy_HSA=-8.28.